The task is: Predict the reactants needed to synthesize the given product.. This data is from Full USPTO retrosynthesis dataset with 1.9M reactions from patents (1976-2016). (1) Given the product [C:47]([N:13]([CH2:14][C@H:15]([NH:23][C:24]([O:26][CH2:27][C:28]1[S:32][CH:31]=[N:30][CH:29]=1)=[O:25])[CH2:16][C:17]1[CH:18]=[CH:19][CH:20]=[CH:21][CH:22]=1)[CH2:12][C@@H:11]([NH:10][C:8]([O:7][CH2:6][C:5]1[S:1][CH:2]=[N:3][CH:4]=1)=[O:9])[CH2:33][C:34]1[CH:39]=[CH:38][CH:37]=[CH:36][CH:35]=1)(=[O:54])[C:48]1[CH:53]=[CH:52][CH:51]=[CH:50][CH:49]=1, predict the reactants needed to synthesize it. The reactants are: [S:1]1[C:5]([CH2:6][O:7][C:8]([NH:10][C@H:11]([CH2:33][C:34]2[CH:39]=[CH:38][CH:37]=[CH:36][CH:35]=2)[CH2:12][NH:13][CH2:14][C@@H:15]([NH:23][C:24]([O:26][CH2:27][C:28]2[S:32][CH:31]=[N:30][CH:29]=2)=[O:25])[CH2:16][C:17]2[CH:22]=[CH:21][CH:20]=[CH:19][CH:18]=2)=[O:9])=[CH:4][N:3]=[CH:2]1.C(N(CC)CC)C.[C:47](Cl)(=[O:54])[C:48]1[CH:53]=[CH:52][CH:51]=[CH:50][CH:49]=1.C(OCC)(=O)C. (2) Given the product [CH3:18][C:15]1[CH:16]=[CH:17][C:12]([CH2:11][N:7]2[C:8]3[C:4](=[CH:3][C:2]([C:19]4[CH:24]=[CH:23][CH:22]=[CH:21][CH:20]=4)=[CH:10][CH:9]=3)[CH:5]=[CH:6]2)=[CH:13][CH:14]=1, predict the reactants needed to synthesize it. The reactants are: Br[C:2]1[CH:3]=[C:4]2[C:8](=[CH:9][CH:10]=1)[N:7]([CH2:11][C:12]1[CH:17]=[CH:16][C:15]([CH3:18])=[CH:14][CH:13]=1)[CH:6]=[CH:5]2.[C:19]1(B(O)O)[CH:24]=[CH:23][CH:22]=[CH:21][CH:20]=1.C(=O)([O-])[O-].[K+].[K+].C(Cl)Cl. (3) Given the product [CH3:20][N:18]1[CH:19]=[C:15]([N:14]2[C:5]3[C:4]4[CH:3]=[C:2]([C:30]5[CH:29]=[N:28][C:27]([CH3:41])=[C:26]([NH:25][CH3:24])[CH:31]=5)[CH:11]=[CH:10][C:9]=4[N:8]=[CH:7][C:6]=3[N:12]([CH3:23])[C:13]2=[O:22])[C:16]([CH3:21])=[N:17]1, predict the reactants needed to synthesize it. The reactants are: Br[C:2]1[CH:11]=[CH:10][C:9]2[N:8]=[CH:7][C:6]3[N:12]([CH3:23])[C:13](=[O:22])[N:14]([C:15]4[C:16]([CH3:21])=[N:17][N:18]([CH3:20])[CH:19]=4)[C:5]=3[C:4]=2[CH:3]=1.[CH3:24][NH:25][C:26]1[C:27]([CH3:41])=[N:28][CH:29]=[C:30](B2OC(C)(C)C(C)(C)O2)[CH:31]=1. (4) Given the product [CH2:19]([C:21]1[CH:26]=[CH:25][CH:24]=[C:23]([CH2:27][CH3:28])[C:22]=1[C:2]1[O:3][CH:4]=[C:5]([C:7]2[CH:12]=[CH:11][CH:10]=[CH:9][CH:8]=2)[N:6]=1)[CH3:20], predict the reactants needed to synthesize it. The reactants are: Br[C:2]1[O:3][CH:4]=[C:5]([C:7]2[CH:12]=[CH:11][CH:10]=[CH:9][CH:8]=2)[N:6]=1.C(=O)([O-])[O-].[Na+].[Na+].[CH2:19]([C:21]1[CH:26]=[CH:25][CH:24]=[C:23]([CH2:27][CH3:28])[C:22]=1B(O)O)[CH3:20]. (5) Given the product [CH3:6][C:11]1[CH:2]=[C:37]2[C:36](=[CH:42][C:10]=1[CH3:9])[N:35]=[CH:40][CH:39]=[C:38]2[O:44][C:22]1[CH:23]=[CH:24][C:19]([N+:16]([O-:18])=[O:17])=[CH:20][CH:21]=1, predict the reactants needed to synthesize it. The reactants are: Cl[C:2]1[C:11]2[C:6](=CC(OC)=[C:9](OC)[CH:10]=2)N=CC=1.[N+:16]([C:19]1[CH:24]=[CH:23][CH:22]=[CH:21][C:20]=1O)([O-:18])=[O:17].CN(C1C=CC=CN=1)C.[N:35]1[C:40](C)=[CH:39][CH:38]=[CH:37][C:36]=1[CH3:42].C(=O)([O-])[O-:44].[K+].[K+]. (6) The reactants are: Br[CH2:2][CH2:3][O:4][C:5]1[CH:14]=[C:13]2[C:8]([C:9]([O:15][C:16]3[CH:21]=[CH:20][C:19]([NH:22][C:23]([NH:25][C:26]4[CH:31]=[CH:30][C:29]([F:32])=[CH:28][C:27]=4[F:33])=[O:24])=[C:18]([Cl:34])[CH:17]=3)=[CH:10][CH:11]=[N:12]2)=[CH:7][C:6]=1[O:35][CH3:36].C(=O)([O-])[O-].[K+].[K+].[CH3:43][N:44]1[CH2:49][CH2:48][NH:47][CH2:46][CH2:45]1.O. Given the product [Cl:34][C:18]1[CH:17]=[C:16]([O:15][C:9]2[C:8]3[C:13](=[CH:14][C:5]([O:4][CH2:3][CH2:2][N:47]4[CH2:48][CH2:49][N:44]([CH3:43])[CH2:45][CH2:46]4)=[C:6]([O:35][CH3:36])[CH:7]=3)[N:12]=[CH:11][CH:10]=2)[CH:21]=[CH:20][C:19]=1[NH:22][C:23]([NH:25][C:26]1[CH:31]=[CH:30][C:29]([F:32])=[CH:28][C:27]=1[F:33])=[O:24], predict the reactants needed to synthesize it.